This data is from Peptide-MHC class I binding affinity with 185,985 pairs from IEDB/IMGT. The task is: Regression. Given a peptide amino acid sequence and an MHC pseudo amino acid sequence, predict their binding affinity value. This is MHC class I binding data. (1) The binding affinity (normalized) is 0.370. The peptide sequence is STESQSQCF. The MHC is HLA-A01:01 with pseudo-sequence HLA-A01:01. (2) The peptide sequence is SPMETTAEF. The MHC is HLA-B08:01 with pseudo-sequence HLA-B08:01. The binding affinity (normalized) is 0.148. (3) The peptide sequence is VFQMYTRI. The MHC is H-2-Db with pseudo-sequence H-2-Db. The binding affinity (normalized) is 0.0540. (4) The binding affinity (normalized) is 0.666. The peptide sequence is YVLNGYTEF. The MHC is HLA-C05:01 with pseudo-sequence HLA-C05:01. (5) The MHC is HLA-A01:01 with pseudo-sequence HLA-A01:01. The peptide sequence is VTDGGEVGE. The binding affinity (normalized) is 0.0847. (6) The peptide sequence is TQIFEVYWY. The MHC is HLA-A68:01 with pseudo-sequence HLA-A68:01. The binding affinity (normalized) is 0.390. (7) The peptide sequence is SIILEFFLM. The MHC is HLA-A26:01 with pseudo-sequence HLA-A26:01. The binding affinity (normalized) is 0.229.